Dataset: Full USPTO retrosynthesis dataset with 1.9M reactions from patents (1976-2016). Task: Predict the reactants needed to synthesize the given product. (1) Given the product [Cl:33][C:9]1[C:10]2[CH:16]([C:17]3[CH:18]=[CH:19][CH:20]=[CH:21][CH:22]=3)[O:15][C:14](=[C:23]3[C:31]4[C:26](=[CH:27][CH:28]=[CH:29][CH:30]=4)[NH:25][C:24]3=[O:32])[C:11]=2[CH:12]=[N:13][C:8]=1[N:1]1[CH2:6][CH2:5][O:4][CH2:3][CH2:2]1, predict the reactants needed to synthesize it. The reactants are: [NH:1]1[CH2:6][CH2:5][O:4][CH2:3][CH2:2]1.Cl[C:8]1[N:13]=[CH:12][C:11]2[C:14](=[C:23]3[C:31]4[C:26](=[CH:27][CH:28]=[CH:29][CH:30]=4)[NH:25][C:24]3=[O:32])[O:15][CH:16]([C:17]3[CH:22]=[CH:21][CH:20]=[CH:19][CH:18]=3)[C:10]=2[C:9]=1[Cl:33]. (2) Given the product [CH3:1][CH2:2][CH2:3][CH2:4][CH2:5][CH2:6][CH2:7][CH2:9][CH2:10][CH3:11], predict the reactants needed to synthesize it. The reactants are: [CH3:1][CH2:2][CH2:3][CH2:4][CH2:5][C@H:6]1O[C@H:7]1[CH2:9]/[CH:10]=[CH:11]\CCCCCCCC(O)=O.C(O)CCCCCCCCCO.O. (3) Given the product [C-:8]1([O:7][C:22]2[CH:23]=[C:24]([C:25]([F:28])([F:27])[F:26])[CH:17]=[CH:18][C:19]=2[C:20]#[N:21])[CH:12]=[CH:11][CH:10]=[CH:9]1.[CH-:1]1[CH:5]=[CH:4][CH:3]=[CH:2]1.[Fe+2:13], predict the reactants needed to synthesize it. The reactants are: [C-:1]1(C[OH:7])[CH:5]=[CH:4][CH:3]=[CH:2]1.[CH-:8]1[CH:12]=[CH:11][CH:10]=[CH:9]1.[Fe+2:13].[H-].[Na+].F[C:17]1[CH:18]=[C:19]([CH:22]=[CH:23][C:24]=1[C:25]([F:28])([F:27])[F:26])[C:20]#[N:21]. (4) The reactants are: C(O[C:6]([NH:8][CH2:9][C:10]([N:12]([CH2:17][C:18]([O:20][CH3:21])=[O:19])[CH2:13][CH:14]([CH3:16])[CH3:15])=[O:11])=[O:7])(C)(C)C.[CH3:22][O:23][C:24]1[CH:25]=[C:26]2[C:31](=[CH:32][CH:33]=1)[O:30][CH2:29][CH:28](C(O)=O)[CH2:27]2.C(Cl)CCl.C1C=CC2N(O)N=NC=2C=1.CCN(C(C)C)C(C)C. Given the product [CH2:13]([N:12]([CH2:17][C:18]([O:20][CH3:21])=[O:19])[C:10](=[O:11])[CH2:9][NH:8][C:6]([CH:28]1[CH2:27][C:26]2[C:31](=[CH:32][CH:33]=[C:24]([O:23][CH3:22])[CH:25]=2)[O:30][CH2:29]1)=[O:7])[CH:14]([CH3:15])[CH3:16], predict the reactants needed to synthesize it. (5) Given the product [C:1]1([C:7]2[NH:23][C:10]3=[N:11][CH:12]=[C:13]([NH2:15])[CH:14]=[C:9]3[CH:8]=2)[CH:2]=[CH:3][CH:4]=[CH:5][CH:6]=1, predict the reactants needed to synthesize it. The reactants are: [C:1]1([C:7]2[NH:23][C:10]3=[N:11][CH:12]=[C:13]([NH:15]C(=O)OC(C)(C)C)[CH:14]=[C:9]3[CH:8]=2)[CH:6]=[CH:5][CH:4]=[CH:3][CH:2]=1.FC(F)(F)C(O)=O.